This data is from Cav3 T-type calcium channel HTS with 100,875 compounds. The task is: Binary Classification. Given a drug SMILES string, predict its activity (active/inactive) in a high-throughput screening assay against a specified biological target. The compound is O=C1N(C(Nc2ccccc2)c2ncccc12)Cc1occc1. The result is 0 (inactive).